Dataset: Forward reaction prediction with 1.9M reactions from USPTO patents (1976-2016). Task: Predict the product of the given reaction. (1) Given the reactants [Br:1][C:2]1[CH:3]=[C:4]2[C:9](=[CH:10][CH:11]=1)[NH:8][CH2:7][CH2:6][CH2:5]2.C(=O)([O-])[O-].[K+].[K+].[I-].[Na+].[CH3:20][O:21][C:22]1[CH:29]=[CH:28][C:25]([CH2:26]Cl)=[CH:24][CH:23]=1, predict the reaction product. The product is: [Br:1][C:2]1[CH:3]=[C:4]2[C:9](=[CH:10][CH:11]=1)[N:8]([CH2:26][C:25]1[CH:28]=[CH:29][C:22]([O:21][CH3:20])=[CH:23][CH:24]=1)[CH2:7][CH2:6][CH2:5]2. (2) Given the reactants [CH3:1][C:2]1[C:6]([C:7]2[C:8]([O:31][CH3:32])=[CH:9][C:10]3[C:11]4[N:21]([C@@H:22]([C:24]5[CH:29]=[CH:28][CH:27]=[CH:26][CH:25]=5)[CH3:23])[C:20](=[O:30])N[C:12]=4[C:13]([CH:17]=O)=[N:14][C:15]=3[CH:16]=2)=[C:5]([CH3:33])[O:4][N:3]=1.[CH3:34][NH:35][CH3:36].[BH-](OC(C)=O)(OC(C)=O)[O:38]C(C)=O.[Na+], predict the reaction product. The product is: [CH3:34][N:35]([CH2:17][C:13]1[C:12]2[O:30][C:20](=[O:38])[N:21]([C@@H:22]([C:24]3[CH:29]=[CH:28][CH:27]=[CH:26][CH:25]=3)[CH3:23])[C:11]=2[C:10]2[CH:9]=[C:8]([O:31][CH3:32])[C:7]([C:6]3[C:2]([CH3:1])=[N:3][O:4][C:5]=3[CH3:33])=[CH:16][C:15]=2[N:14]=1)[CH3:36]. (3) Given the reactants [C:1]([C:3]1[C:8](F)=[CH:7][C:6](F)=[CH:5][N:4]=1)#[N:2].[CH3:11][O-:12].[Na+].[OH2:14].[CH3:15]O, predict the reaction product. The product is: [CH3:11][O:12][C:8]1[C:3]([C:1]#[N:2])=[N:4][CH:5]=[C:6]([O:14][CH3:15])[CH:7]=1. (4) The product is: [C:9]([C:10]1[CH:15]=[C:14]([NH:22][CH2:21][C:20]2[CH:23]=[CH:24][CH:25]=[CH:18][CH:19]=2)[CH:13]=[CH:12][CH:11]=1)#[N:16]. Given the reactants [O-]P([O-])([O-])=O.[K+].[K+].[K+].[CH2:9]([NH2:16])[C:10]1[CH:15]=[CH:14][CH:13]=[CH:12][CH:11]=1.I[C:18]1[CH:19]=[C:20]([CH:23]=[CH:24][CH:25]=1)[C:21]#[N:22].C(O)CO, predict the reaction product.